Dataset: CYP1A2 inhibition data for predicting drug metabolism from PubChem BioAssay. Task: Regression/Classification. Given a drug SMILES string, predict its absorption, distribution, metabolism, or excretion properties. Task type varies by dataset: regression for continuous measurements (e.g., permeability, clearance, half-life) or binary classification for categorical outcomes (e.g., BBB penetration, CYP inhibition). Dataset: cyp1a2_veith. The molecule is CCCC(=O)N1CCN(c2ccc(NC(=O)c3ccc(OCC)c([N+](=O)[O-])c3)cc2)CC1. The result is 0 (non-inhibitor).